Dataset: Peptide-MHC class II binding affinity with 134,281 pairs from IEDB. Task: Regression. Given a peptide amino acid sequence and an MHC pseudo amino acid sequence, predict their binding affinity value. This is MHC class II binding data. (1) The peptide sequence is QKYCPNKICTSKGDS. The MHC is DRB1_0401 with pseudo-sequence DRB1_0401. The binding affinity (normalized) is 0.169. (2) The peptide sequence is HDYKGSTSHSLPYESS. The MHC is H-2-IAb with pseudo-sequence H-2-IAb. The binding affinity (normalized) is 0.472. (3) The peptide sequence is ALYEKKLALYLLLAL. The MHC is DRB5_0101 with pseudo-sequence DRB5_0101. The binding affinity (normalized) is 0. (4) The peptide sequence is SMPFGKTPVLEIDGK. The MHC is HLA-DPA10103-DPB10301 with pseudo-sequence HLA-DPA10103-DPB10301. The binding affinity (normalized) is 0. (5) The peptide sequence is GSWNWACPNFSDEGIH. The MHC is H-2-IAb with pseudo-sequence H-2-IAb. The binding affinity (normalized) is 0.518.